This data is from Forward reaction prediction with 1.9M reactions from USPTO patents (1976-2016). The task is: Predict the product of the given reaction. (1) Given the reactants [CH3:1][CH2:2][CH:3]([OH:9])[CH2:4][CH:5]([OH:8])[CH2:6][CH3:7].N1C=C[CH:13]=[CH:12][CH:11]=1.[C:16](Cl)(=[O:23])[C:17]1[CH:22]=[CH:21][CH:20]=[CH:19][CH:18]=1.[O:25]1[CH2:29][CH2:28][CH2:27][CH2:26]1, predict the reaction product. The product is: [C:16]([O:8][CH:5]([CH2:4][CH:3]([O:9][C:29](=[O:25])[C:28]1[CH:13]=[CH:12][CH:11]=[CH:26][CH:27]=1)[CH2:2][CH3:1])[CH2:6][CH3:7])(=[O:23])[C:17]1[CH:22]=[CH:21][CH:20]=[CH:19][CH:18]=1. (2) Given the reactants [F:1][C:2]1[CH:7]=[CH:6][C:5]([C:8](=[O:16])[CH2:9][C:10]2[CH:15]=[CH:14][CH:13]=[CH:12][CH:11]=2)=[CH:4][CH:3]=1.[BrH:17].BrBr.S([O-])([O-])=O.[Na+].[Na+], predict the reaction product. The product is: [Br:17][CH:9]([C:10]1[CH:11]=[CH:12][CH:13]=[CH:14][CH:15]=1)[C:8]([C:5]1[CH:4]=[CH:3][C:2]([F:1])=[CH:7][CH:6]=1)=[O:16]. (3) Given the reactants OC(C(F)(F)F)=O.F[C:9]1[CH:21]=[CH:20][C:12]([CH2:13][N:14]2[CH2:19][CH2:18][CH2:17][CH2:16][CH2:15]2)=[CH:11][C:10]=1[N+:22]([O-:24])=[O:23].[CH:25]1([NH2:31])[CH2:30][CH2:29][CH2:28][CH2:27][CH2:26]1.C(N(CC)C(C)C)(C)C.CN(C)C=O, predict the reaction product. The product is: [CH:25]1([NH:31][C:9]2[CH:21]=[CH:20][C:12]([CH2:13][N:14]3[CH2:19][CH2:18][CH2:17][CH2:16][CH2:15]3)=[CH:11][C:10]=2[N+:22]([O-:24])=[O:23])[CH2:30][CH2:29][CH2:28][CH2:27][CH2:26]1. (4) Given the reactants [CH:1]([C:3]1[N:8]=[N:7][C:6]2[O:9][CH:10]([CH2:13][OH:14])[CH2:11][O:12][C:5]=2[CH:4]=1)=C.I([O-])(=O)(=O)=[O:16].[Na+], predict the reaction product. The product is: [OH:14][CH2:13][CH:10]1[O:9][C:6]2[N:7]=[N:8][C:3]([CH:1]=[O:16])=[CH:4][C:5]=2[O:12][CH2:11]1. (5) The product is: [CH3:12][CH:11]([CH3:16])[C:8]#[C:9][C:2]1[CH:7]=[CH:6][CH:5]=[CH:4][N:3]=1. Given the reactants Br[C:2]1[CH:7]=[CH:6][CH:5]=[CH:4][N:3]=1.[CH:8]([C:11]([CH:16](C)C)(NCC)[CH3:12])(C)[CH3:9].CC(C)C#C, predict the reaction product. (6) Given the reactants [Cl:1][C:2]1[C:3]([C:13]([F:16])([F:15])[F:14])=[N:4][NH:5][C:6]=1[C:7]1[CH:12]=[CH:11][CH:10]=[CH:9][CH:8]=1.C([O-])([O-])=O.[K+].[K+].Cl[CH2:24][C:25]([N:27]1[CH2:32][CH2:31][N:30]([C:33]2[CH:38]=[CH:37][C:36]([Br:39])=[C:35]([O:40][CH3:41])[CH:34]=2)[CH2:29][CH2:28]1)=[O:26].CN(C=O)C, predict the reaction product. The product is: [Br:39][C:36]1[CH:37]=[CH:38][C:33]([N:30]2[CH2:31][CH2:32][N:27]([C:25](=[O:26])[CH2:24][N:5]3[C:6]([C:7]4[CH:12]=[CH:11][CH:10]=[CH:9][CH:8]=4)=[C:2]([Cl:1])[C:3]([C:13]([F:14])([F:16])[F:15])=[N:4]3)[CH2:28][CH2:29]2)=[CH:34][C:35]=1[O:40][CH3:41].